This data is from Reaction yield outcomes from USPTO patents with 853,638 reactions. The task is: Predict the reaction yield, written as a fraction of the theoretical maximum amount of product (1.0 means a 100% yield; for example, 0.34 means a 34% yield). (1) The reactants are [CH3:1][O:2][C:3]1[C:8]2[N:9]=[N:10][N:11]([CH2:14][C:15]([OH:17])=O)[C:12](=[O:13])[C:7]=2[CH:6]=[CH:5][CH:4]=1.[F:18][C:19]([F:31])([F:30])[O:20][C:21]1[CH:26]=[CH:25][C:24]([C@@H:27]([NH2:29])[CH3:28])=[CH:23][CH:22]=1. No catalyst specified. The product is [CH3:1][O:2][C:3]1[C:8]2[N:9]=[N:10][N:11]([CH2:14][C:15]([NH:29][C@H:27]([C:24]3[CH:23]=[CH:22][C:21]([O:20][C:19]([F:18])([F:30])[F:31])=[CH:26][CH:25]=3)[CH3:28])=[O:17])[C:12](=[O:13])[C:7]=2[CH:6]=[CH:5][CH:4]=1. The yield is 0.180. (2) The product is [CH2:2]([O:9][C:10]1[CH:15]=[CH:14][N:13]([C:16]2[CH:24]=[C:23]3[C:19]([C:20]4[CH2:29][CH2:28][N:27]([C:40]([C@@H:39]5[CH2:43][CH2:44][CH2:45][N:38]5[C:31]([O:33][C:34]([CH3:37])([CH3:36])[CH3:35])=[O:32])=[O:41])[CH2:26][C:21]=4[N:22]3[CH3:25])=[CH:18][CH:17]=2)[C:12](=[O:30])[CH:11]=1)[C:3]1[CH:4]=[CH:5][CH:6]=[CH:7][CH:8]=1. The reactants are Cl.[CH2:2]([O:9][C:10]1[CH:15]=[CH:14][N:13]([C:16]2[CH:24]=[C:23]3[C:19]([C:20]4[CH2:29][CH2:28][NH:27][CH2:26][C:21]=4[N:22]3[CH3:25])=[CH:18][CH:17]=2)[C:12](=[O:30])[CH:11]=1)[C:3]1[CH:8]=[CH:7][CH:6]=[CH:5][CH:4]=1.[C:31]([N:38]1[CH2:45][CH2:44][CH2:43][C@H:39]1[C:40](O)=[O:41])([O:33][C:34]([CH3:37])([CH3:36])[CH3:35])=[O:32].CN(C(ON1N=NC2C=CC=NC1=2)=[N+](C)C)C.F[P-](F)(F)(F)(F)F.CCN(CC)CC. The catalyst is CN(C=O)C.C(Cl)Cl. The yield is 0.780. (3) The reactants are [CH2:1]([O:8][CH2:9][CH2:10][C:11](=[O:13])[CH3:12])[C:2]1[CH:7]=[CH:6][CH:5]=[CH:4][CH:3]=1.[CH2:14](O)[CH2:15][OH:16].C(OCC)(OCC)OCC. The catalyst is O.C1(C)C=CC(S(O)(=O)=O)=CC=1.C(=O)([O-])O.[Na+]. The product is [CH2:1]([O:8][CH2:9][CH2:10][C:11]1([CH3:12])[O:16][CH2:15][CH2:14][O:13]1)[C:2]1[CH:7]=[CH:6][CH:5]=[CH:4][CH:3]=1. The yield is 0.808. (4) The product is [Cl:28][C:2]([Cl:1])([Cl:27])[CH2:3][O:4][C:5]([C@@H:7]1[CH2:12][CH2:11][CH2:10][N:9]([C:13](=[O:15])[C@@H:37]([NH:36][C:53]([O:55][C:56]([CH3:59])([CH3:58])[CH3:57])=[O:54])[CH2:38][C:39]2[CH:44]=[CH:43][CH:42]=[CH:41][CH:40]=2)[NH:8]1)=[O:6]. The reactants are [Cl:1][C:2]([Cl:28])([Cl:27])[CH2:3][O:4][C:5]([C@@H:7]1[CH2:12][CH2:11][CH2:10][N:9]([C:13]([O:15]C(C)(C)C)=O)[N:8]1C(OC(C)(C)C)=O)=[O:6].FC(F)(F)C(O)=O.[NH:36]([C:53]([O:55][C:56]([CH3:59])([CH3:58])[CH3:57])=[O:54])[C@H:37](C(N[C@H](C(O)=O)C)=O)[CH2:38][C:39]1[CH:44]=[CH:43][CH:42]=[CH:41][CH:40]=1.C(N(CC)C(C)C)(C)C.C[NH3+].F[P-](F)(F)(F)(F)F.N1(OC(N(C)C)=[N+](C)C)C2N=CC=CC=2N=N1.F[P-](F)(F)(F)(F)F. The yield is 0.910. The catalyst is ClCCl.C(#N)C.C(OCC)(=O)C. (5) The reactants are [C:1]([O:5][C:6]([N:8]1[CH2:14][CH2:13][C:12](=[O:15])[N:11]([C@H:16]([CH2:20][O:21][CH3:22])[CH2:17][CH:18]=O)[CH2:10][C@H:9]1[CH3:23])=[O:7])([CH3:4])([CH3:3])[CH3:2].Cl.[CH2:25]1[C:27]2([CH2:32][CH2:31][NH:30][CH2:29][C@H:28]2[OH:33])[CH2:26]1. No catalyst specified. The product is [C:1]([O:5][C:6]([N:8]1[CH2:14][CH2:13][C:12](=[O:15])[N:11]([C@H:16]([CH2:20][O:21][CH3:22])[CH2:17][CH2:18][N:30]2[CH2:31][CH2:32][C:27]3([CH2:25][CH2:26]3)[C@H:28]([OH:33])[CH2:29]2)[CH2:10][C@H:9]1[CH3:23])=[O:7])([CH3:4])([CH3:3])[CH3:2]. The yield is 0.940. (6) The reactants are Cl.[CH3:2][O:3][C:4](=[O:11])[C@@H:5]([NH2:10])[CH2:6][CH2:7][S:8][CH3:9].C[O:13][C:14](=O)[C:15]1[CH:20]=[CH:19][CH:18]=[C:17]([C:21]([F:24])([F:23])[F:22])[C:16]=1[CH2:25]Br.C(N(CC)CC)C. The catalyst is C(#N)C. The product is [CH3:2][O:3][C:4](=[O:11])[C@@H:5]([N:10]1[CH2:25][C:16]2[C:15](=[CH:20][CH:19]=[CH:18][C:17]=2[C:21]([F:24])([F:22])[F:23])[C:14]1=[O:13])[CH2:6][CH2:7][S:8][CH3:9]. The yield is 0.400. (7) The reactants are [Cl:1][C:2]1[C:7]([CH:8]=O)=[C:6]([NH:10][C:11]2[C:16]([F:17])=[CH:15][CH:14]=[CH:13][C:12]=2[F:18])[N:5]=[C:4]([S:19][CH3:20])[N:3]=1.[CH3:21][C:22](OC(C)=O)=[O:23]. The catalyst is CN(C=O)C. The product is [Cl:1][C:2]1[C:7]2[CH:8]=[CH:21][C:22](=[O:23])[N:10]([C:11]3[C:16]([F:17])=[CH:15][CH:14]=[CH:13][C:12]=3[F:18])[C:6]=2[N:5]=[C:4]([S:19][CH3:20])[N:3]=1. The yield is 0.500. (8) The reactants are [CH3:1][N:2](C=O)C.CI.CN(C)[CH2:10][C:11]1[C:19]2[C:14](=[CH:15][C:16]([N+:20]([O-:22])=[O:21])=[CH:17][CH:18]=2)[NH:13][CH:12]=1.[C-]#N.[K+]. The catalyst is O.C1COCC1. The product is [N+:20]([C:16]1[CH:15]=[C:14]2[C:19]([C:11]([CH2:10][C:1]#[N:2])=[CH:12][NH:13]2)=[CH:18][CH:17]=1)([O-:22])=[O:21]. The yield is 0.360. (9) The reactants are Cl[C:2]1[CH:7]=[C:6]([Cl:8])[N:5]=[CH:4][C:3]=1[C:9]([N:11]1[CH:15]([CH3:16])[CH2:14][CH2:13][CH:12]1[CH3:17])=[O:10].[NH2:18][NH2:19]. The catalyst is CO.O. The product is [Cl:8][C:6]1[N:5]=[CH:4][C:3]([C:9]([N:11]2[CH:15]([CH3:16])[CH2:14][CH2:13][CH:12]2[CH3:17])=[O:10])=[C:2]([NH:18][NH2:19])[CH:7]=1. The yield is 0.290.